Dataset: Peptide-MHC class II binding affinity with 134,281 pairs from IEDB. Task: Regression. Given a peptide amino acid sequence and an MHC pseudo amino acid sequence, predict their binding affinity value. This is MHC class II binding data. (1) The peptide sequence is VAEAAGKTKEGVLYV. The MHC is HLA-DPA10103-DPB10301 with pseudo-sequence HLA-DPA10103-DPB10301. The binding affinity (normalized) is 0. (2) The peptide sequence is TIRVLALGNQEGSLK. The MHC is DRB1_0301 with pseudo-sequence QEFFIASGAAVDAIMESSYDYFDLQKRNYHVVFT. The binding affinity (normalized) is 0.286. (3) The peptide sequence is GPTATFEAMYLGTCQ. The MHC is HLA-DPA10103-DPB10401 with pseudo-sequence HLA-DPA10103-DPB10401. The binding affinity (normalized) is 0.428. (4) The peptide sequence is CDGRGKSTRSTTDSG. The MHC is HLA-DQA10201-DQB10402 with pseudo-sequence HLA-DQA10201-DQB10402. The binding affinity (normalized) is 0.328. (5) The peptide sequence is AFKVFATAANAAPAN. The MHC is DRB1_0901 with pseudo-sequence DRB1_0901. The binding affinity (normalized) is 0.667. (6) The peptide sequence is ASLTEALRVIAGALE. The MHC is DRB1_0802 with pseudo-sequence DRB1_0802. The binding affinity (normalized) is 0.660.